Task: Predict the product of the given reaction.. Dataset: Forward reaction prediction with 1.9M reactions from USPTO patents (1976-2016) Given the reactants [NH2:1][C:2]1[CH:7]=[CH:6][C:5]([NH:8][C:9]([C@H:11]2[CH2:16][CH2:15][CH2:14][C@@H:13]([NH:17][C:18]3[N:23]=[C:22]([C:24]4[C:32]5[C:27](=[CH:28][CH:29]=[CH:30][CH:31]=5)[NH:26][CH:25]=4)[C:21]([Cl:33])=[CH:20][N:19]=3)[CH2:12]2)=[O:10])=[CH:4][CH:3]=1.C[CH2:35][N:36]([CH:40]([CH3:42])C)[CH:37](C)C.BrC/C=[CH:46]/[C:47](Cl)=[O:48].C(Cl)Cl.CNC.C1COCC1, predict the reaction product. The product is: [Cl:33][C:21]1[C:22]([C:24]2[C:32]3[C:27](=[CH:28][CH:29]=[CH:30][CH:31]=3)[NH:26][CH:25]=2)=[N:23][C:18]([NH:17][C@@H:13]2[CH2:14][CH2:15][CH2:16][C@H:11]([C:9]([NH:8][C:5]3[CH:6]=[CH:7][C:2]([NH:1][C:47](=[O:48])/[CH:46]=[CH:42]/[CH2:40][N:36]([CH3:35])[CH3:37])=[CH:3][CH:4]=3)=[O:10])[CH2:12]2)=[N:19][CH:20]=1.